This data is from Full USPTO retrosynthesis dataset with 1.9M reactions from patents (1976-2016). The task is: Predict the reactants needed to synthesize the given product. (1) Given the product [CH2:1]([O:3][C:4](=[O:37])[CH2:5][CH:6]([N:13]1[C:21]2[C:16](=[CH:17][C:18]([O:22][CH2:23][CH2:24][O:25][NH2:26])=[CH:19][CH:20]=2)[CH:15]=[CH:14]1)[C:7]1[CH:12]=[CH:11][CH:10]=[CH:9][CH:8]=1)[CH3:2], predict the reactants needed to synthesize it. The reactants are: [CH2:1]([O:3][C:4](=[O:37])[CH2:5][CH:6]([N:13]1[C:21]2[C:16](=[CH:17][C:18]([O:22][CH2:23][CH2:24][O:25][N:26]3C(=O)C4C(=CC=CC=4)C3=O)=[CH:19][CH:20]=2)[CH:15]=[CH:14]1)[C:7]1[CH:12]=[CH:11][CH:10]=[CH:9][CH:8]=1)[CH3:2].CNC. (2) Given the product [C:1]([O:33][CH2:25][CH2:26][CH2:27][CH2:28][CH2:29][CH2:30][CH2:31][CH3:32])(=[O:10])[CH:2]=[CH:3][C:4]1[CH:9]=[CH:8][CH:7]=[CH:6][CH:5]=1, predict the reactants needed to synthesize it. The reactants are: [CH:1](=[O:10])[CH:2]=[CH:3][C:4]1[CH:9]=[CH:8][CH:7]=[CH:6][CH:5]=1.C(C1C(=O)C(Cl)=C(Cl)C(=O)C=1C#N)#N.[CH2:25]([OH:33])[CH2:26][CH2:27][CH2:28][CH2:29][CH2:30][CH2:31][CH3:32].O.[O-2].[O-2].[O-2].O=[Si]=O.O=[Si]=O.O=[Si]=O.O=[Si]=O.[Al+3].[Al+3]. (3) Given the product [NH2:1][C:2]1[S:3][C:4]([C:17]2[CH:22]=[CH:21][CH:20]=[C:19]([F:23])[CH:18]=2)=[C:5]([C:7]([N:9]2[CH2:14][C@H:13]3[C@H:11]([CH2:12]3)[C@H:10]2[CH2:15][NH:16][C:33]([C:26]2[C:27]3[C:32](=[CH:31][CH:30]=[CH:29][CH:28]=3)[NH:24][N:25]=2)=[O:34])=[O:8])[N:6]=1, predict the reactants needed to synthesize it. The reactants are: [NH2:1][C:2]1[S:3][C:4]([C:17]2[CH:22]=[CH:21][CH:20]=[C:19]([F:23])[CH:18]=2)=[C:5]([C:7]([N:9]2[CH2:14][C@H:13]3[C@H:11]([CH2:12]3)[C@H:10]2[CH2:15][NH2:16])=[O:8])[N:6]=1.[NH:24]1[C:32]2[C:27](=[CH:28][CH:29]=[CH:30][CH:31]=2)[C:26]([C:33](O)=[O:34])=[N:25]1. (4) Given the product [CH2:7]([O:14][C:15]1[CH:16]=[C:17]([CH:20]=[CH:21][C:22]=1[O:23][CH3:24])[C:18]([OH:2])=[O:19])[C:8]1[CH:9]=[CH:10][CH:11]=[CH:12][CH:13]=1, predict the reactants needed to synthesize it. The reactants are: [Mn]([O-])(=O)(=O)=[O:2].[K+].[CH2:7]([O:14][C:15]1[CH:16]=[C:17]([CH:20]=[CH:21][C:22]=1[O:23][CH3:24])[CH:18]=[O:19])[C:8]1[CH:13]=[CH:12][CH:11]=[CH:10][CH:9]=1.Cl. (5) Given the product [CH2:1]([O:3][C:4](=[O:17])[C:5]1[CH:10]=[C:9]([C:7]2[CH:8]=[CH:9][CH:10]=[C:5]([CH3:4])[CH:6]=2)[C:8]([O:12][CH2:13][O:14][CH3:15])=[C:7]([C:26]2[CH:25]=[CH:24][CH:23]=[C:22]([CH3:21])[CH:27]=2)[CH:6]=1)[CH3:2], predict the reactants needed to synthesize it. The reactants are: [CH2:1]([O:3][C:4](=[O:17])[C:5]1[CH:10]=[C:9](I)[C:8]([O:12][CH2:13][O:14][CH3:15])=[C:7](Br)[CH:6]=1)[CH3:2].C(O[C:21](=O)[C:22]1[CH:27]=[C:26](Br)[C:25](OCOC)=[C:24](Br)[CH:23]=1)C. (6) Given the product [C:50]([O:54][C:55]([NH:57][NH:58][C:13](=[O:15])[CH:12]([NH:11][C:8]1[CH:7]=[CH:6][C:5]([C:2](=[NH:4])[NH2:3])=[CH:10][CH:9]=1)[C:16]1[CH:21]=[C:20]([O:22][CH3:23])[C:19]([O:24][CH3:25])=[CH:18][C:17]=1[F:26])=[O:56])([CH3:53])([CH3:52])[CH3:51], predict the reactants needed to synthesize it. The reactants are: Cl.[C:2]([C:5]1[CH:10]=[CH:9][C:8]([NH:11][CH:12]([C:16]2[CH:21]=[C:20]([O:22][CH3:23])[C:19]([O:24][CH3:25])=[CH:18][C:17]=2[F:26])[C:13]([OH:15])=O)=[CH:7][CH:6]=1)(=[NH:4])[NH2:3].Cl.C(N=C=NCCCN(C)C)C.O.ON1C2C=CC=CC=2N=N1.[C:50]([O:54][C:55]([NH:57][NH2:58])=[O:56])([CH3:53])([CH3:52])[CH3:51]. (7) Given the product [C:1]([O:5][C:6]([N:8]1[CH2:9][CH2:10][N:11]([C:14]2[N:19]=[CH:18][C:17]([NH2:20])=[CH:16][N:15]=2)[CH2:12][CH2:13]1)=[O:7])([CH3:4])([CH3:2])[CH3:3], predict the reactants needed to synthesize it. The reactants are: [C:1]([O:5][C:6]([N:8]1[CH2:13][CH2:12][N:11]([C:14]2[N:19]=[CH:18][C:17]([N+:20]([O-])=O)=[CH:16][N:15]=2)[CH2:10][CH2:9]1)=[O:7])([CH3:4])([CH3:3])[CH3:2]. (8) Given the product [CH3:46][C:37]1[N:36]=[C:35]([C:33]([N:27]2[C@H:26]([CH2:25][OH:24])[CH2:32][C@@H:31]3[C@@H:29]([CH2:30]3)[CH2:28]2)=[O:34])[C:40]([N:41]2[N:45]=[CH:44][CH:43]=[N:42]2)=[CH:39][CH:38]=1, predict the reactants needed to synthesize it. The reactants are: CCCC[N+](CCCC)(CCCC)CCCC.[F-].CC([Si](C1C=CC=CC=1)(C1C=CC=CC=1)[O:24][CH2:25][C@@H:26]1[CH2:32][C@@H:31]2[C@@H:29]([CH2:30]2)[CH2:28][N:27]1[C:33]([C:35]1[C:40]([N:41]2[N:45]=[CH:44][CH:43]=[N:42]2)=[CH:39][CH:38]=[C:37]([CH3:46])[N:36]=1)=[O:34])(C)C.